This data is from Catalyst prediction with 721,799 reactions and 888 catalyst types from USPTO. The task is: Predict which catalyst facilitates the given reaction. Reactant: [CH:1]([O:4][C:5]1[C:22]([O:23][CH3:24])=[CH:21][C:8]2[O:9][CH2:10][C:11]3[N:12]([CH:13]=[N:14][C:15]=3[C:16]([O:18][CH2:19][CH3:20])=[O:17])[C:7]=2[CH:6]=1)([CH3:3])[CH3:2].C1C(=O)N([Br:32])C(=O)C1.C([O-])(O)=O.[Na+]. Product: [Br:32][C:13]1[N:12]2[C:7]3[CH:6]=[C:5]([O:4][CH:1]([CH3:3])[CH3:2])[C:22]([O:23][CH3:24])=[CH:21][C:8]=3[O:9][CH2:10][C:11]2=[C:15]([C:16]([O:18][CH2:19][CH3:20])=[O:17])[N:14]=1. The catalyst class is: 23.